From a dataset of Full USPTO retrosynthesis dataset with 1.9M reactions from patents (1976-2016). Predict the reactants needed to synthesize the given product. (1) Given the product [C:19]([C:8]1([C:4]2[CH:5]=[CH:6][CH:7]=[C:2]([Cl:1])[CH:3]=2)[S:9][CH2:10][CH2:11][CH2:12][S:13]1)(=[O:21])[CH3:20], predict the reactants needed to synthesize it. The reactants are: [Cl:1][C:2]1[CH:3]=[C:4]([CH:8]2[S:13][CH2:12][CH2:11][CH2:10][S:9]2)[CH:5]=[CH:6][CH:7]=1.C([Li])CCC.[C:19](Cl)(=[O:21])[CH3:20]. (2) Given the product [NH2:1][C@H:2]([CH2:8][C:9]1[CH:10]=[CH:11][C:12]([C:15]2[CH:20]=[CH:19][CH:18]=[C:17]([CH2:21][NH:22][CH2:23][C:24](=[O:31])[C:25]3[CH:26]=[CH:27][CH:28]=[CH:29][CH:30]=3)[CH:16]=2)=[CH:13][CH:14]=1)[C:3]([O:5][CH3:6])=[O:4], predict the reactants needed to synthesize it. The reactants are: [NH2:1][C@@H:2]([CH2:8][C:9]1[CH:14]=[CH:13][C:12]([C:15]2[CH:20]=[CH:19][CH:18]=[C:17]([CH2:21][NH:22][CH2:23][C:24](=[O:31])[C:25]3[CH:30]=[CH:29][CH:28]=[CH:27][CH:26]=3)[CH:16]=2)=[CH:11][CH:10]=1)[C:3]([O:5][CH2:6]C)=[O:4].C(CNCC1C=C(C2C=CC(C[C@@H](NC(OC(C)(C)C)=O)C(OC)=O)=CC=2)C=CC=1)(=O)C1C=CC=CC=1. (3) Given the product [CH3:1][C:2]([CH3:15])([CH3:14])[C@@H:3]([NH:10][C:11]([NH2:13])=[O:12])[C:4]1[CH:9]=[CH:8][CH:7]=[CH:6][CH:5]=1.[CH3:1][C:2]([CH3:15])([CH3:14])[C@H:3]([NH:10][C:11]([NH2:13])=[O:12])[C:4]1[CH:9]=[CH:8][CH:7]=[CH:6][CH:5]=1, predict the reactants needed to synthesize it. The reactants are: [CH3:1][C:2]([CH3:15])([CH3:14])[C@@H:3]([NH:10][C:11]([NH2:13])=[O:12])[C:4]1[CH:9]=[CH:8][CH:7]=[CH:6][CH:5]=1.CO. (4) The reactants are: CS(O[CH:6]1[CH2:11][CH2:10][N:9]([C:12]([O:14][C:15]([CH3:18])([CH3:17])[CH3:16])=[O:13])[CH2:8][CH2:7]1)(=O)=O.[CH3:19][S-:20].[Na+]. Given the product [CH3:19][S:20][CH:6]1[CH2:7][CH2:8][N:9]([C:12]([O:14][C:15]([CH3:16])([CH3:17])[CH3:18])=[O:13])[CH2:10][CH2:11]1, predict the reactants needed to synthesize it. (5) Given the product [F:42][C:2]([F:1])([F:41])[C:3]1[CH:4]=[CH:5][C:6]([C:9]2[N:13]([CH2:14][O:15][CH2:16][CH2:17][Si:18]([CH3:20])([CH3:19])[CH3:21])[C:12]([N:22]3[CH2:23][CH2:24][N:25]([C:28]4[C:33]([C:34]([F:37])([F:35])[F:36])=[CH:32][CH:31]=[CH:30][N:29]=4)[CH2:26][CH2:27]3)=[N:11][C:10]=2[C:38]([NH:43][CH2:44][CH:45]2[CH2:50][CH2:49][CH2:48][CH2:47][N:46]2[C:51]([O:53][C:54]([CH3:57])([CH3:56])[CH3:55])=[O:52])=[O:39])=[CH:7][CH:8]=1, predict the reactants needed to synthesize it. The reactants are: [F:1][C:2]([F:42])([F:41])[C:3]1[CH:8]=[CH:7][C:6]([C:9]2[N:13]([CH2:14][O:15][CH2:16][CH2:17][Si:18]([CH3:21])([CH3:20])[CH3:19])[C:12]([N:22]3[CH2:27][CH2:26][N:25]([C:28]4[C:33]([C:34]([F:37])([F:36])[F:35])=[CH:32][CH:31]=[CH:30][N:29]=4)[CH2:24][CH2:23]3)=[N:11][C:10]=2[C:38](O)=[O:39])=[CH:5][CH:4]=1.[NH2:43][CH2:44][CH:45]1[CH2:50][CH2:49][CH2:48][CH2:47][N:46]1[C:51]([O:53][C:54]([CH3:57])([CH3:56])[CH3:55])=[O:52].F[P-](F)(F)(F)(F)F.N1(O[P+](N(C)C)(N(C)C)N(C)C)C2C=CC=CC=2N=N1.CCN(C(C)C)C(C)C. (6) Given the product [Cl:1][C:2]1[CH:3]=[C:4]([CH:19]=[CH:20][C:21]=1[O:22][CH3:23])[CH2:5][NH:6][C:7]1[C:12]([C:13]([O:15][CH3:16])=[O:14])=[C:11]([Cl:17])[N:10]=[C:9]([N:28]2[CH2:29][CH2:30][CH:25]([OH:24])[CH2:26][CH2:27]2)[N:8]=1, predict the reactants needed to synthesize it. The reactants are: [Cl:1][C:2]1[CH:3]=[C:4]([CH:19]=[CH:20][C:21]=1[O:22][CH3:23])[CH2:5][NH:6][C:7]1[C:12]([C:13]([O:15][CH3:16])=[O:14])=[C:11]([Cl:17])[N:10]=[C:9](Cl)[N:8]=1.[OH:24][CH:25]1[CH2:30][CH2:29][NH:28][CH2:27][CH2:26]1.C(N(CC)CC)C. (7) The reactants are: [N+:1]([C:4]1[CH:5]=[CH:6][CH:7]=[C:8]2[C:13]=1[N:12]=[CH:11][CH:10]=[CH:9]2)([O-:3])=[O:2].[I:14]N1C(=O)CCC1=O.O. Given the product [I:14][C:10]1[CH:11]=[N:12][C:13]2[C:8]([CH:9]=1)=[CH:7][CH:6]=[CH:5][C:4]=2[N+:1]([O-:3])=[O:2], predict the reactants needed to synthesize it. (8) Given the product [NH:1]1[C:5]2[N:6]=[CH:7][CH:8]=[C:9]([C:10]([O:12][C:25]([CH3:28])([CH3:27])[CH3:26])=[O:11])[C:4]=2[CH:3]=[CH:2]1, predict the reactants needed to synthesize it. The reactants are: [NH:1]1[C:5]2[N:6]=[CH:7][CH:8]=[C:9]([C:10]([OH:12])=[O:11])[C:4]=2[CH:3]=[CH:2]1.C(N1C=CN=C1)(N1C=CN=C1)=O.[C:25](O)([CH3:28])([CH3:27])[CH3:26].C1CCN2C(=NCCC2)CC1. (9) Given the product [NH2:7][CH2:8][CH:9]([C:37]1[CH:38]=[CH:39][C:40]([Cl:43])=[CH:41][CH:42]=1)[C:10]([N:12]1[CH2:13][CH2:14][N:15]([C:18]2[C:19]3[C:26]([CH3:27])=[CH:25][N:24]([S:28]([C:31]4[CH:36]=[CH:35][CH:34]=[CH:33][CH:32]=4)(=[O:30])=[O:29])[C:20]=3[N:21]=[CH:22][N:23]=2)[CH2:16][CH2:17]1)=[O:11], predict the reactants needed to synthesize it. The reactants are: C(OC(=O)[NH:7][CH2:8][CH:9]([C:37]1[CH:42]=[CH:41][C:40]([Cl:43])=[CH:39][CH:38]=1)[C:10]([N:12]1[CH2:17][CH2:16][N:15]([C:18]2[C:19]3[C:26]([CH3:27])=[CH:25][N:24]([S:28]([C:31]4[CH:36]=[CH:35][CH:34]=[CH:33][CH:32]=4)(=[O:30])=[O:29])[C:20]=3[N:21]=[CH:22][N:23]=2)[CH2:14][CH2:13]1)=[O:11])(C)(C)C.Cl.O.